Dataset: Reaction yield outcomes from USPTO patents with 853,638 reactions. Task: Predict the reaction yield, written as a fraction of the theoretical maximum amount of product (1.0 means a 100% yield; for example, 0.34 means a 34% yield). The reactants are [CH2:1]([NH2:8])[C:2]1[CH:7]=[CH:6][CH:5]=[CH:4][CH:3]=1.N[C:10]1[N:15]=[CH:14]N=[C:12]([O:16][C:17]2[CH:22]=[CH:21][C:20]([NH:23]C(NC(=O)CC3C=CC(F)=CC=3)=S)=[CH:19][C:18]=2[F:37])[CH:11]=1.[C:38]([O-])([O-])=O.[K+].[K+]. The catalyst is [Cu]. The product is [NH2:23][C:20]1[CH:21]=[CH:22][C:17]([O:16][C:12]2[CH:11]=[CH:10][N:15]=[C:14]([NH:8][CH2:1][C:2]3[CH:7]=[CH:6][CH:5]=[CH:4][CH:3]=3)[CH:38]=2)=[C:18]([F:37])[CH:19]=1. The yield is 0.520.